From a dataset of Forward reaction prediction with 1.9M reactions from USPTO patents (1976-2016). Predict the product of the given reaction. Given the reactants [Br:1][C:2]1[CH:3]=[C:4]2[C:9](=[CH:10][CH:11]=1)[N:8]=[CH:7][C:6](I)=[C:5]2[O:13][CH2:14][C@@H:15]1[CH2:19][CH2:18][CH2:17][NH:16]1.C(=O)([O-])[O-].[Cs+].[Cs+], predict the reaction product. The product is: [Br:1][C:2]1[CH:11]=[CH:10][C:9]2[N:8]=[CH:7][C:6]3[N:16]4[CH2:17][CH2:18][CH2:19][C@H:15]4[CH2:14][O:13][C:5]=3[C:4]=2[CH:3]=1.